Dataset: Full USPTO retrosynthesis dataset with 1.9M reactions from patents (1976-2016). Task: Predict the reactants needed to synthesize the given product. (1) Given the product [CH3:15][N:10]1[C:11]2[C:6](=[CH:5][C:4]([N+:1]([O-:3])=[O:2])=[CH:13][CH:12]=2)[CH2:7][CH2:8][C:9]1=[O:14], predict the reactants needed to synthesize it. The reactants are: [N+:1]([C:4]1[CH:5]=[C:6]2[C:11](=[CH:12][CH:13]=1)[NH:10][C:9](=[O:14])[CH2:8][CH2:7]2)([O-:3])=[O:2].[C:15]([O-])([O-])=O.[K+].[K+].O. (2) Given the product [N:31]1[CH:32]=[CH:33][CH:34]=[CH:35][C:30]=1[NH:29][CH2:2][CH2:3][C:4]1[CH:5]=[CH:6][C:7]([NH:10][C:11]([C:13]2[C:14]([C:19]3[CH:20]=[CH:21][C:22]([C:25]([F:26])([F:27])[F:28])=[CH:23][CH:24]=3)=[CH:15][CH:16]=[CH:17][CH:18]=2)=[O:12])=[CH:8][CH:9]=1, predict the reactants needed to synthesize it. The reactants are: O=[C:2]([NH:29][C:30]1[CH:35]=[CH:34][CH:33]=[CH:32][N:31]=1)[CH2:3][C:4]1[CH:9]=[CH:8][C:7]([NH:10][C:11]([C:13]2[C:14]([C:19]3[CH:24]=[CH:23][C:22]([C:25]([F:28])([F:27])[F:26])=[CH:21][CH:20]=3)=[CH:15][CH:16]=[CH:17][CH:18]=2)=[O:12])=[CH:6][CH:5]=1.[Li].[H-].[Al+3].[H-].[H-].C(OCC)(=O)C. (3) Given the product [CH:18]1([CH2:21][C:22]2[C:27]([C:28]3[CH:33]=[CH:32][N:31]=[C:30]([NH:7][C:5]4[O:4][N:3]=[C:2]([CH3:1])[CH:6]=4)[N:29]=3)=[CH:26][N:25]=[C:24]([NH2:37])[N:23]=2)[CH2:19][CH2:20]1, predict the reactants needed to synthesize it. The reactants are: [CH3:1][C:2]1[CH:6]=[C:5]([NH2:7])[O:4][N:3]=1.[Li+].C[Si]([N-][Si](C)(C)C)(C)C.[CH:18]1([CH2:21][C:22]2[C:27]([C:28]3[CH:33]=[CH:32][N:31]=[C:30](S(C)=O)[N:29]=3)=[CH:26][N:25]=[C:24]([NH2:37])[N:23]=2)[CH2:20][CH2:19]1. (4) Given the product [Br:1][CH2:2][CH2:3][CH2:4][CH2:5][CH2:6][CH2:7][S:8][CH2:9][CH2:10][N:16]([CH2:17][C@H:18]([OH:19])[C:20]1[C:28]2[S:27][C:26](=[O:29])[NH:25][C:24]=2[C:23]([OH:30])=[CH:22][CH:21]=1)[C:45](=[O:46])[O:47][C:48]([CH3:51])([CH3:50])[CH3:49], predict the reactants needed to synthesize it. The reactants are: [Br:1][CH2:2][CH2:3][CH2:4][CH2:5][CH2:6][CH2:7][S:8][CH2:9][CH:10]=O.C(O)(=O)C.[NH2:16][CH2:17][C@@H:18]([C:20]1[C:28]2[S:27][C:26](=[O:29])[NH:25][C:24]=2[C:23]([OH:30])=[CH:22][CH:21]=1)[OH:19].C(O[BH-](OC(=O)C)OC(=O)C)(=O)C.[Na+].[C:45](O[C:45]([O:47][C:48]([CH3:51])([CH3:50])[CH3:49])=[O:46])([O:47][C:48]([CH3:51])([CH3:50])[CH3:49])=[O:46]. (5) Given the product [C:31]([O:34][CH2:35][C:36]([NH:1][C:2]1[CH:3]=[C:4]([C:8]2[N:9]=[C:10]([CH2:13][N:14]3[CH:18]=[C:17]([C:19]([O:21][CH2:22][CH3:23])=[O:20])[CH:16]=[N:15]3)[S:11][CH:12]=2)[CH:5]=[CH:6][CH:7]=1)=[O:37])(=[O:33])[CH3:32], predict the reactants needed to synthesize it. The reactants are: [NH2:1][C:2]1[CH:3]=[C:4]([C:8]2[N:9]=[C:10]([CH2:13][N:14]3[CH:18]=[C:17]([C:19]([O:21][CH2:22][CH3:23])=[O:20])[CH:16]=[N:15]3)[S:11][CH:12]=2)[CH:5]=[CH:6][CH:7]=1.C(N(CC)CC)C.[C:31]([O:34][CH2:35][C:36](Cl)=[O:37])(=[O:33])[CH3:32]. (6) Given the product [C:11]12([NH:16][C:54]([C:53]3[CH:57]=[C:49]([C:30]4[CH:31]=[C:32]5[C:37]([C:38]([NH:39][CH3:40])=[O:41])=[C:36]([C:42]6[CH:47]=[CH:46][C:45]([F:48])=[CH:44][CH:43]=6)[O:35][C:33]5=[N:34][C:29]=4[NH:28][CH2:27][CH:26]([F:60])[F:25])[CH:50]=[CH:51][C:52]=3[O:58][CH3:59])=[O:56])[CH2:14][CH:13]([CH2:12]1)[CH2:10]2, predict the reactants needed to synthesize it. The reactants are: CN(C(ON1N=[N:16][C:11]2[CH:12]=[CH:13][CH:14]=N[C:10]1=2)=[N+](C)C)C.F[P-](F)(F)(F)(F)F.[F:25][CH:26]([F:60])[CH2:27][NH:28][C:29]1[N:34]=[C:33]2[O:35][C:36]([C:42]3[CH:47]=[CH:46][C:45]([F:48])=[CH:44][CH:43]=3)=[C:37]([C:38](=[O:41])[NH:39][CH3:40])[C:32]2=[CH:31][C:30]=1[C:49]1[CH:50]=[CH:51][C:52]([O:58][CH3:59])=[C:53]([CH:57]=1)[C:54]([OH:56])=O.Cl.C12(N)CC(C1)C2.CCN(C(C)C)C(C)C.